Dataset: Catalyst prediction with 721,799 reactions and 888 catalyst types from USPTO. Task: Predict which catalyst facilitates the given reaction. Reactant: [NH:1]1[C:9]2[C:4](=[CH:5][C:6]([C:10]#[N:11])=[CH:7][CH:8]=2)[CH:3]=[N:2]1.C([O-])([O-])=O.[Cs+].[Cs+].Br[CH2:19][CH2:20][C:21]([O:23][CH2:24][CH3:25])=[O:22].ClCCC(OCC)=O. Product: [C:10]([C:6]1[CH:5]=[C:4]2[C:9](=[CH:8][CH:7]=1)[N:1]([CH2:19][CH2:20][C:21]([O:23][CH2:24][CH3:25])=[O:22])[N:2]=[CH:3]2)#[N:11]. The catalyst class is: 3.